Dataset: Reaction yield outcomes from USPTO patents with 853,638 reactions. Task: Predict the reaction yield, written as a fraction of the theoretical maximum amount of product (1.0 means a 100% yield; for example, 0.34 means a 34% yield). (1) The reactants are [Cl-:1].[CH3:2][N+:3]1[CH:8]=[CH:7][C:6]([NH:9][C:10]2[CH:15]=[CH:14][C:13]([C:16]([NH:18][C:19]3[CH:24]=[CH:23][C:22]([N+:25]([O-])=O)=[CH:21][CH:20]=3)=[O:17])=[CH:12][CH:11]=2)=[CH:5][CH:4]=1.O. The catalyst is CCO.[Fe]. The product is [Cl-:1].[NH2:25][C:22]1[CH:23]=[CH:24][C:19]([NH:18][C:16]([C:13]2[CH:14]=[CH:15][C:10]([NH:9][C:6]3[CH:5]=[CH:4][N+:3]([CH3:2])=[CH:8][CH:7]=3)=[CH:11][CH:12]=2)=[O:17])=[CH:20][CH:21]=1. The yield is 0.800. (2) The reactants are [Cl:1][C:2]1[C:10]2[C:6](=[CH:7][N:8]([CH2:11][CH2:12][C:13]#[C:14][Si](C)(C)C)[N:9]=2)[CH:5]=[CH:4][CH:3]=1.ClC1C=CC=C2C=1N(CCC#C[Si](C)(C)C)N=C2. No catalyst specified. The product is [CH2:11]([N:8]1[CH:7]=[C:6]2[C:10]([C:2]([Cl:1])=[CH:3][CH:4]=[CH:5]2)=[N:9]1)[CH2:12][C:13]#[CH:14]. The yield is 0.230. (3) The reactants are Br[C:2]1[N:6]=[CH:5][N:4]([C:7]2[CH:12]=[CH:11][C:10]([O:13][C:14]([F:17])([F:16])[F:15])=[CH:9][CH:8]=2)[N:3]=1.CC1(C)C(C)(C)OB([C:26]2[CH:31]=[CH:30][C:29]([CH2:32][C:33]([O:35][CH3:36])=[O:34])=[CH:28][CH:27]=2)O1.F[B-](F)(F)F.C([PH+](C(C)(C)C)C(C)(C)C)(C)(C)C.[F-].[Cs+]. The catalyst is O1CCOCC1.O.[Cl-].[Na+].O.C([O-])(=O)C.[Pd+2].C([O-])(=O)C. The product is [F:15][C:14]([F:17])([F:16])[O:13][C:10]1[CH:11]=[CH:12][C:7]([N:4]2[CH:5]=[N:6][C:2]([C:26]3[CH:31]=[CH:30][C:29]([CH2:32][C:33]([O:35][CH3:36])=[O:34])=[CH:28][CH:27]=3)=[N:3]2)=[CH:8][CH:9]=1. The yield is 0.820. (4) The reactants are [N+:1]([C:4]1[N:9]=[CH:8][C:7]([N:10]2[CH2:15][CH2:14][NH:13][CH2:12][CH2:11]2)=[CH:6][CH:5]=1)([O-:3])=[O:2].Br[CH2:17][CH2:18][F:19].C(=O)([O-])[O-].[K+].[K+].C1COCC1. The catalyst is C(Cl)Cl.CO.O.CN(C=O)C. The product is [F:19][CH2:18][CH2:17][N:13]1[CH2:12][CH2:11][N:10]([C:7]2[CH:8]=[N:9][C:4]([N+:1]([O-:3])=[O:2])=[CH:5][CH:6]=2)[CH2:15][CH2:14]1. The yield is 0.630. (5) The reactants are Br[C:2]1[CH:3]=[C:4]2[C:9](=[CH:10][CH:11]=1)[CH:8]=[C:7]([C:12]([NH:14][CH3:15])=[O:13])[CH:6]=[CH:5]2.O1CCCC1.C([Mg]Cl)(C)C.CCCCCC.C([Li])CCC.[C:37]([N:56]1[CH:60]=[C:59]([CH:61]=[O:62])[N:58]=[CH:57]1)([C:50]1[CH:55]=[CH:54][CH:53]=[CH:52][CH:51]=1)([C:44]1[CH:49]=[CH:48][CH:47]=[CH:46][CH:45]=1)[C:38]1[CH:43]=[CH:42][CH:41]=[CH:40][CH:39]=1.[Cl-].[NH4+]. The catalyst is O1CCCC1. The product is [OH:62][CH:61]([C:59]1[N:58]=[CH:57][N:56]([C:37]([C:38]2[CH:43]=[CH:42][CH:41]=[CH:40][CH:39]=2)([C:44]2[CH:45]=[CH:46][CH:47]=[CH:48][CH:49]=2)[C:50]2[CH:55]=[CH:54][CH:53]=[CH:52][CH:51]=2)[CH:60]=1)[C:2]1[CH:3]=[C:4]2[C:9](=[CH:10][CH:11]=1)[CH:8]=[C:7]([C:12]([NH:14][CH3:15])=[O:13])[CH:6]=[CH:5]2. The yield is 0.740. (6) The reactants are Br[C:2]1[CH:7]=[CH:6][C:5]([O:8][Si:9]([CH:16]([CH3:18])[CH3:17])([CH:13]([CH3:15])[CH3:14])[CH:10]([CH3:12])[CH3:11])=[CH:4][CH:3]=1.C([Li])CCC.[CH3:24][O:25][CH2:26][O:27][C:28]1[CH:35]=[CH:34][CH:33]=[CH:32][C:29]=1[CH:30]=[O:31].O. The catalyst is O1CCCC1. The product is [CH3:24][O:25][CH2:26][O:27][C:28]1[CH:35]=[CH:34][CH:33]=[CH:32][C:29]=1[CH:30]([C:2]1[CH:7]=[CH:6][C:5]([O:8][Si:9]([CH:16]([CH3:18])[CH3:17])([CH:13]([CH3:15])[CH3:14])[CH:10]([CH3:12])[CH3:11])=[CH:4][CH:3]=1)[OH:31]. The yield is 0.730. (7) The reactants are [Cl:1][C:2]1[S:6][C:5]([S:7]([NH:10][C:11]2[CH:19]=[CH:18][C:14]([C:15]([OH:17])=[O:16])=[C:13]([OH:20])[CH:12]=2)(=[O:9])=[O:8])=[CH:4][C:3]=1[C:21]1[CH:26]=[C:25]([F:27])[CH:24]=[CH:23][C:22]=1[OH:28].[CH3:29][O:30][CH:31]([CH2:34][CH3:35])[CH2:32]O. No catalyst specified. The product is [Cl:1][C:2]1[S:6][C:5]([S:7]([NH:10][C:11]2[CH:19]=[CH:18][C:14]([C:15]([O:17][CH2:32][CH:31]([O:30][CH3:29])[CH2:34][CH3:35])=[O:16])=[C:13]([OH:20])[CH:12]=2)(=[O:9])=[O:8])=[CH:4][C:3]=1[C:21]1[CH:26]=[C:25]([F:27])[CH:24]=[CH:23][C:22]=1[OH:28]. The yield is 0.760. (8) The product is [CH2:1]([O:8][C:9]1[N:14]=[C:13]([O:15][C@H:16]2[CH2:20][N:19]([C:21]([O:23][C:24]([CH3:26])([CH3:27])[CH3:25])=[O:22])[C@H:18]([C:28]([O:30][CH3:33])=[O:29])[CH2:17]2)[CH:12]=[CH:11][CH:10]=1)[C:2]1[CH:3]=[CH:4][CH:5]=[CH:6][CH:7]=1. The catalyst is ClCCl. The yield is 0.880. The reactants are [CH2:1]([O:8][C:9]1[N:14]=[C:13]([O:15][C@H:16]2[CH2:20][N:19]([C:21]([O:23][C:24]([CH3:27])([CH3:26])[CH3:25])=[O:22])[C@H:18]([C:28]([OH:30])=[O:29])[CH2:17]2)[CH:12]=[CH:11][CH:10]=1)[C:2]1[CH:7]=[CH:6][CH:5]=[CH:4][CH:3]=1.CO.[CH3:33][Si](C=[N+]=[N-])(C)C.C(OCC)C.